Dataset: Full USPTO retrosynthesis dataset with 1.9M reactions from patents (1976-2016). Task: Predict the reactants needed to synthesize the given product. (1) Given the product [Br:1][C:2]1[CH:3]=[C:4]2[C:9](=[CH:10][CH:11]=1)[NH:8][C:7]([CH3:13])([CH3:12])[CH2:6][CH:5]2[OH:14], predict the reactants needed to synthesize it. The reactants are: [Br:1][C:2]1[CH:3]=[C:4]2[C:9](=[CH:10][CH:11]=1)[NH:8][C:7]([CH3:13])([CH3:12])[CH:6]=[CH:5]2.[O:14]1CCCC1.[OH-].[Na+].OO. (2) Given the product [C:18]([C:20]1[CH:25]=[CH:24][C:23]([C:8]2[C:7]([N:13]3[CH2:17][CH2:16][CH2:15][CH2:14]3)=[N:6][CH:5]=[C:4]([CH:9]=2)[C:3]([NH:29][C@@H:30]([CH2:35][OH:36])[CH2:31][CH:32]([CH3:34])[CH3:33])=[O:12])=[CH:22][CH:21]=1)#[N:19], predict the reactants needed to synthesize it. The reactants are: CO[C:3](=[O:12])[C:4]1[CH:9]=[C:8](Br)[C:7](Cl)=[N:6][CH:5]=1.[NH:13]1[CH2:17][CH2:16][CH2:15][CH2:14]1.[C:18]([C:20]1[CH:25]=[CH:24][C:23](B(O)O)=[CH:22][CH:21]=1)#[N:19].[NH2:29][C@@H:30]([CH2:35][OH:36])[CH2:31][CH:32]([CH3:34])[CH3:33].